This data is from Full USPTO retrosynthesis dataset with 1.9M reactions from patents (1976-2016). The task is: Predict the reactants needed to synthesize the given product. Given the product [NH2:1][C:2]1[C:3]2[C:10]([C:40]3[CH:39]=[C:38]4[C:43](=[CH:42][CH:41]=3)[N:35]([C:33](=[O:34])[CH2:32][C:28]3[CH:29]=[CH:30][CH:31]=[C:26]([CH3:25])[CH:27]=3)[CH2:36][CH2:37]4)=[CH:9][N:8]([CH:12]3[CH2:17][CH2:16][N:15]([C:18]([O:20][C:21]([CH3:24])([CH3:23])[CH3:22])=[O:19])[CH2:14][CH2:13]3)[C:4]=2[N:5]=[CH:6][N:7]=1, predict the reactants needed to synthesize it. The reactants are: [NH2:1][C:2]1[C:3]2[C:10](Br)=[CH:9][N:8]([CH:12]3[CH2:17][CH2:16][N:15]([C:18]([O:20][C:21]([CH3:24])([CH3:23])[CH3:22])=[O:19])[CH2:14][CH2:13]3)[C:4]=2[N:5]=[CH:6][N:7]=1.[CH3:25][C:26]1[CH:27]=[C:28]([CH2:32][C:33]([N:35]2[C:43]3[C:38](=[CH:39][C:40](B4OC(C)(C)C(C)(C)O4)=[CH:41][CH:42]=3)[CH2:37][CH2:36]2)=[O:34])[CH:29]=[CH:30][CH:31]=1.C([O-])(O)=O.[Na+].